This data is from NCI-60 drug combinations with 297,098 pairs across 59 cell lines. The task is: Regression. Given two drug SMILES strings and cell line genomic features, predict the synergy score measuring deviation from expected non-interaction effect. Drug 1: C1=NC2=C(N1)C(=S)N=CN2. Drug 2: CCN(CC)CCCC(C)NC1=C2C=C(C=CC2=NC3=C1C=CC(=C3)Cl)OC. Cell line: CCRF-CEM. Synergy scores: CSS=41.5, Synergy_ZIP=-1.46, Synergy_Bliss=-2.65, Synergy_Loewe=-2.23, Synergy_HSA=0.462.